From a dataset of Full USPTO retrosynthesis dataset with 1.9M reactions from patents (1976-2016). Predict the reactants needed to synthesize the given product. (1) Given the product [C:6]([C:10]1[C:11]([F:19])=[CH:12][C:13]([O:17][CH3:18])=[C:14]([B:20]([OH:25])[OH:21])[CH:15]=1)([CH3:9])([CH3:8])[CH3:7], predict the reactants needed to synthesize it. The reactants are: C([Li])CCC.[C:6]([C:10]1[CH:15]=[C:14](I)[C:13]([O:17][CH3:18])=[CH:12][C:11]=1[F:19])([CH3:9])([CH3:8])[CH3:7].[B:20](OC(C)C)([O:25]C(C)C)[O:21]C(C)C.Cl. (2) Given the product [CH2:1]([N:8]1[CH2:9]/[C:10](=[CH:11]\[CH3:12])/[C:15]2[N:16]=[C:17]([N:56]3[CH2:61][CH2:60][O:59][CH2:58][CH2:57]3)[CH:18]=[CH:19][C:14]=2[CH2:13]1)[C:2]1[CH:7]=[CH:6][CH:5]=[CH:4][CH:3]=1, predict the reactants needed to synthesize it. The reactants are: [CH2:1]([N:8]([CH2:13][C:14]1[C:15](Cl)=[N:16][C:17](Cl)=[CH:18][CH:19]=1)[CH2:9][CH2:10][CH:11]=[CH2:12])[C:2]1[CH:7]=[CH:6][CH:5]=[CH:4][CH:3]=1.C(=O)([O-])[O-].[K+].[K+].CC1C=CC=CC=1P(C1C=CC=CC=1C)C1C=CC=CC=1C.CC(C)([O-])C.[Na+].[NH:56]1[CH2:61][CH2:60][O:59][CH2:58][CH2:57]1.CC(C1C=C(C(C)C)C(C2C=CC=CC=2P(C2CCCCC2)C2CCCCC2)=C(C(C)C)C=1)C.